Dataset: Forward reaction prediction with 1.9M reactions from USPTO patents (1976-2016). Task: Predict the product of the given reaction. (1) The product is: [NH2:10][C:11]1[CH:12]=[CH:13][C:14]2[NH:19][C:18](=[O:20])[O:17][C:16]([CH3:21])([CH3:22])[C:15]=2[CH:23]=1. Given the reactants CO.C([N:10](CC1C=CC=CC=1)[C:11]1[CH:12]=[CH:13][C:14]2[NH:19][C:18](=[O:20])[O:17][C:16]([CH3:22])([CH3:21])[C:15]=2[CH:23]=1)C1C=CC=CC=1, predict the reaction product. (2) Given the reactants [S:1]1[CH2:5][C:4](=[O:6])[NH:3][C:2]1=[O:7].[CH:8]1([NH:11][C:12]2[N:17]3[N:18]=[CH:19][C:20]([CH:21]=O)=[C:16]3[N:15]=[C:14]([N:23]3[CH2:28][CH2:27][N:26]([C:29]4[N:36]=[CH:35][CH:34]=[CH:33][C:30]=4[C:31]#[N:32])[CH2:25][CH2:24]3)[C:13]=2[CH3:37])[CH2:10][CH2:9]1.N1CCCCC1, predict the reaction product. The product is: [CH:8]1([NH:11][C:12]2[N:17]3[N:18]=[CH:19][C:20]([CH:21]=[C:5]4[S:1][C:2](=[O:7])[NH:3][C:4]4=[O:6])=[C:16]3[N:15]=[C:14]([N:23]3[CH2:28][CH2:27][N:26]([C:29]4[N:36]=[CH:35][CH:34]=[CH:33][C:30]=4[C:31]#[N:32])[CH2:25][CH2:24]3)[C:13]=2[CH3:37])[CH2:9][CH2:10]1. (3) Given the reactants C[N:2]([CH:4]=[N:5][C:6](=O)[C:7]1[CH:12]=[C:11]([CH2:13][CH3:14])[C:10]([O:15][CH3:16])=[N:9][C:8]=1[CH3:17])C.[CH3:19][NH:20]N, predict the reaction product. The product is: [CH2:13]([C:11]1[C:10]([O:15][CH3:16])=[N:9][C:8]([CH3:17])=[C:7]([C:6]2[N:20]([CH3:19])[N:2]=[CH:4][N:5]=2)[CH:12]=1)[CH3:14].